From a dataset of Catalyst prediction with 721,799 reactions and 888 catalyst types from USPTO. Predict which catalyst facilitates the given reaction. (1) Reactant: [NH2:1][C:2]1[CH:7]=[CH:6][C:5]([S:8]([CH:11]([CH2:16][CH2:17][N:18]2[C:23](=[O:24])[C:22]3[CH:25]=[CH:26][CH:27]=[CH:28][C:21]=3[N:20]=[N:19]2)[C:12]([O:14][CH3:15])=[O:13])(=[O:10])=[O:9])=[CH:4][CH:3]=1.C(N(CC)CC)C.[F:36][C:37]1[CH:38]=[C:39]([CH:43]=[CH:44][CH:45]=1)[C:40](Cl)=[O:41]. Product: [F:36][C:37]1[CH:38]=[C:39]([C:40]([NH:1][C:2]2[CH:3]=[CH:4][C:5]([S:8]([CH:11]([CH2:16][CH2:17][N:18]3[C:23](=[O:24])[C:22]4[CH:25]=[CH:26][CH:27]=[CH:28][C:21]=4[N:20]=[N:19]3)[C:12]([O:14][CH3:15])=[O:13])(=[O:10])=[O:9])=[CH:6][CH:7]=2)=[O:41])[CH:43]=[CH:44][CH:45]=1. The catalyst class is: 4. (2) Reactant: [Cl:1][CH2:2][CH2:3][C:4]1[C:9](=[O:10])[N:8]2[CH:11]=[CH:12][CH:13]=[C:14]([OH:15])[C:7]2=[N:6][C:5]=1[CH3:16].[C:17](OC(=O)C)(=[O:19])[CH3:18]. Product: [Cl:1][CH2:2][CH2:3][C:4]1[C:9](=[O:10])[N:8]2[CH2:11][CH2:12][CH2:13][CH:14]([O:15][C:17](=[O:19])[CH3:18])[C:7]2=[N:6][C:5]=1[CH3:16]. The catalyst class is: 331. (3) Reactant: [CH3:1][O:2][C:3]1[CH:8]=[CH:7][C:6]([NH:9][NH:10][C:11](=[O:18])[CH2:12][C:13](OCC)=[O:14])=[CH:5][CH:4]=1.CC[O-].[Na+]. Product: [CH3:1][O:2][C:3]1[CH:8]=[CH:7][C:6]([N:9]2[C:13](=[O:14])[CH2:12][C:11](=[O:18])[NH:10]2)=[CH:5][CH:4]=1. The catalyst class is: 14. (4) Reactant: [Cl:1][C:2]1[CH:7]=[CH:6][C:5]([C:8]2[N:9]=[C:10]([C:24]([O:26][CH2:27][CH3:28])=[O:25])[C:11]([C:21](O)=[O:22])=[N:12][C:13]=2[C:14]2[CH:19]=[CH:18][C:17]([Cl:20])=[CH:16][CH:15]=2)=[CH:4][CH:3]=1.C(N(CC)CC)C.C(OC(Cl)=O)C(C)C.[BH4-].[Na+]. Product: [Cl:20][C:17]1[CH:16]=[CH:15][C:14]([C:13]2[N:12]=[C:11]([CH2:21][OH:22])[C:10]([C:24]([O:26][CH2:27][CH3:28])=[O:25])=[N:9][C:8]=2[C:5]2[CH:6]=[CH:7][C:2]([Cl:1])=[CH:3][CH:4]=2)=[CH:19][CH:18]=1. The catalyst class is: 20. (5) Reactant: [C:1]([C:5]1[CH:12]=[CH:11][C:10]([N+:13]([O-])=O)=[CH:9][C:6]=1[C:7]#[N:8])([CH3:4])([CH3:3])[CH3:2].C([O-])=O.[NH4+]. Product: [C:1]([C:5]1[CH:12]=[CH:11][C:10]([NH2:13])=[CH:9][C:6]=1[C:7]#[N:8])([CH3:4])([CH3:2])[CH3:3]. The catalyst class is: 50.